Task: Predict the product of the given reaction.. Dataset: Forward reaction prediction with 1.9M reactions from USPTO patents (1976-2016) (1) Given the reactants [NH2:1][C@H:2]([C:5]([OH:7])=[O:6])[CH2:3]S.C(N(CC(O)=O)CC(O)=O)CN(CC(O)=O)[CH2:11][C:12](O)=[O:13], predict the reaction product. The product is: [NH:1]1[CH2:11][C@H:12]([OH:13])[CH2:3][C@H:2]1[C:5]([OH:7])=[O:6]. (2) Given the reactants C[N+]1([O-])CCOCC1.[C:9]([O:13][C:14](=[O:29])[N:15]([CH2:18][CH2:19][C:20]1[CH:25]=[CH:24][C:23]([Cl:26])=[C:22]([CH2:27][OH:28])[CH:21]=1)[CH2:16][CH3:17])([CH3:12])([CH3:11])[CH3:10], predict the reaction product. The product is: [C:9]([O:13][C:14](=[O:29])[N:15]([CH2:18][CH2:19][C:20]1[CH:25]=[CH:24][C:23]([Cl:26])=[C:22]([CH:27]=[O:28])[CH:21]=1)[CH2:16][CH3:17])([CH3:10])([CH3:11])[CH3:12].